Task: Predict which catalyst facilitates the given reaction.. Dataset: Catalyst prediction with 721,799 reactions and 888 catalyst types from USPTO Reactant: [O:1]1[C:5]([C:6]2[CH:11]=[CH:10][C:9]([NH:12][C:13]3[N:14]=[C:15]([NH:23][CH2:24][C@H:25]4[CH2:29][CH2:28][CH2:27][O:26]4)[C:16]4[CH2:22][NH:21][CH2:20][CH2:19][C:17]=4[N:18]=3)=[CH:8][CH:7]=2)=[CH:4][N:3]=[CH:2]1.[C:30](O)(=O)C.C=O.C([BH3-])#N.[Na+]. Product: [CH3:30][N:21]1[CH2:20][CH2:19][C:17]2[N:18]=[C:13]([NH:12][C:9]3[CH:8]=[CH:7][C:6]([C:5]4[O:1][CH:2]=[N:3][CH:4]=4)=[CH:11][CH:10]=3)[N:14]=[C:15]([NH:23][CH2:24][C@H:25]3[CH2:29][CH2:28][CH2:27][O:26]3)[C:16]=2[CH2:22]1. The catalyst class is: 5.